From a dataset of Peptide-MHC class II binding affinity with 134,281 pairs from IEDB. Regression. Given a peptide amino acid sequence and an MHC pseudo amino acid sequence, predict their binding affinity value. This is MHC class II binding data. The peptide sequence is MKDLDEPGHLAPTGM. The MHC is DRB1_1602 with pseudo-sequence DRB1_1602. The binding affinity (normalized) is 0.0357.